Dataset: Catalyst prediction with 721,799 reactions and 888 catalyst types from USPTO. Task: Predict which catalyst facilitates the given reaction. (1) Reactant: [CH:1]1([NH:4][C:5](=[O:33])[C:6]2[CH:11]=[C:10]([C:12]3[CH:17]=[CH:16][N:15]4[C:18]([C:21]([CH3:30])([O:23]C5CCCCO5)[CH3:22])=[N:19][N:20]=[C:14]4[CH:13]=3)[C:9]([CH3:31])=[C:8]([F:32])[CH:7]=2)[CH2:3][CH2:2]1.O.CC1C=CC(S(O)(=O)=O)=CC=1. Product: [CH:1]1([NH:4][C:5](=[O:33])[C:6]2[CH:11]=[C:10]([C:12]3[CH:17]=[CH:16][N:15]4[C:18]([C:21]([OH:23])([CH3:30])[CH3:22])=[N:19][N:20]=[C:14]4[CH:13]=3)[C:9]([CH3:31])=[C:8]([F:32])[CH:7]=2)[CH2:3][CH2:2]1. The catalyst class is: 125. (2) The catalyst class is: 121. Reactant: [Cl:1][C:2]1[CH:7]=[CH:6][C:5]([NH:8][C:9]2[O:13][C:12]([C:14]3[CH:19]=[CH:18][C:17]([OH:20])=[CH:16][CH:15]=3)=[N:11][N:10]=2)=[CH:4][C:3]=1[C:21]([F:24])([F:23])[F:22].C[Si]([N-][Si](C)(C)C)(C)C.[K+].[C:35]([O-:38])([O-])=[O:36].[K+].[K+].Br[C:42]1[CH:43]=[N:44][CH:45]=[CH:46][CH:47]=1. Product: [F:22][C:21]([F:24])([F:23])[C:35]([OH:38])=[O:36].[Cl:1][C:2]1[CH:7]=[CH:6][C:5]([NH:8][C:9]2[O:13][C:12]([C:14]3[CH:15]=[CH:16][C:17]([O:20][C:42]4[CH:43]=[N:44][CH:45]=[CH:46][CH:47]=4)=[CH:18][CH:19]=3)=[N:11][N:10]=2)=[CH:4][C:3]=1[C:21]([F:22])([F:23])[F:24]. (3) Reactant: [CH2:1]([NH2:5])[CH2:2][CH2:3][CH3:4].[Cl:6][C:7]1[CH:8]=[CH:9][C:10]2[S:16][C:15]3[CH:17]=[CH:18][C:19]([C:21](Cl)=[O:22])=[CH:20][C:14]=3[N:13]=[C:12]([Cl:24])[C:11]=2[CH:25]=1. Product: [CH2:1]([NH:5][C:21]([C:19]1[CH:18]=[CH:17][C:15]2[S:16][C:10]3[CH:9]=[CH:8][C:7]([Cl:6])=[CH:25][C:11]=3[C:12]([Cl:24])=[N:13][C:14]=2[CH:20]=1)=[O:22])[CH2:2][CH2:3][CH3:4]. The catalyst class is: 2. (4) The catalyst class is: 146. Reactant: [Cl:1][C:2]1[CH:8]=[C:7]([O:9][C:10]2[C:19]3[C:14](=[CH:15][C:16]([O:22][CH3:23])=[C:17]([O:20][CH3:21])[CH:18]=3)[N:13]=[CH:12][N:11]=2)[CH:6]=[CH:5][C:3]=1[NH2:4].C(N(CC)CC)C.ClC(Cl)(O[C:35](=[O:41])OC(Cl)(Cl)Cl)Cl.[N:43]1([CH2:49][CH2:50][NH2:51])[CH2:48][CH2:47][CH2:46][CH2:45][CH2:44]1. Product: [Cl:1][C:2]1[CH:8]=[C:7]([O:9][C:10]2[C:19]3[C:14](=[CH:15][C:16]([O:22][CH3:23])=[C:17]([O:20][CH3:21])[CH:18]=3)[N:13]=[CH:12][N:11]=2)[CH:6]=[CH:5][C:3]=1[NH:4][C:35]([NH:51][CH2:50][CH2:49][N:43]1[CH2:48][CH2:47][CH2:46][CH2:45][CH2:44]1)=[O:41]. (5) Reactant: [Br:1][C:2]1[CH:7]=[CH:6][CH:5]=[C:4]([CH:8]([CH:10]2[CH2:12][CH2:11]2)[CH3:9])[C:3]=1[OH:13].C(=O)([O-])[O-].[K+].[K+].Br[CH2:21][C:22]([CH3:24])=[CH2:23]. The catalyst class is: 10. Product: [Br:1][C:2]1[CH:7]=[CH:6][CH:5]=[C:4]([CH:8]([CH:10]2[CH2:11][CH2:12]2)[CH3:9])[C:3]=1[O:13][CH2:23][C:22]([CH3:24])=[CH2:21]. (6) Reactant: BrCCOC1C=CC(CO)=CC=1.[Cl:13][CH2:14][CH2:15][O:16][C:17]1[CH:22]=[CH:21][C:20]([CH2:23][OH:24])=[CH:19][CH:18]=1.[Cl:25][C:26]1[C:35]2[C:30](=[CH:31][CH:32]=[CH:33][CH:34]=2)[C:29](O)=[CH:28][CH:27]=1.C(P(CCCC)CCCC)CCC. Product: [Cl:13][CH2:14][CH2:15][O:16][C:17]1[CH:22]=[CH:21][C:20]([CH2:23][O:24][C:29]2[C:30]3[C:35](=[CH:34][CH:33]=[CH:32][CH:31]=3)[C:26]([Cl:25])=[CH:27][CH:28]=2)=[CH:19][CH:18]=1. The catalyst class is: 1. (7) The catalyst class is: 1. Product: [Cl:13][C:10]1[CH:9]=[CH:8][C:7]([CH:5]2[C:4](=[O:14])[C:3]([O:15][C:30]([O:29][C:23]3[CH:28]=[CH:27][CH:26]=[CH:25][CH:24]=3)=[O:31])=[C:2]([NH2:1])[O:6]2)=[CH:12][CH:11]=1. Reactant: [NH2:1][C:2]1[O:6][CH:5]([C:7]2[CH:12]=[CH:11][C:10]([Cl:13])=[CH:9][CH:8]=2)[C:4](=[O:14])[C:3]=1[OH:15].C(N(CC)CC)C.[C:23]1([O:29][C:30](Cl)=[O:31])[CH:28]=[CH:27][CH:26]=[CH:25][CH:24]=1.[Cl-].[NH4+]. (8) Reactant: [NH:1]1[C:9]2[CH2:8][CH2:7][N:6]([C:10]([O:12][C:13]([CH3:16])([CH3:15])[CH3:14])=[O:11])[CH2:5][C:4]=2[CH:3]=[N:2]1.Cl[C:18]1[N:19]=[N:20][C:21]([CH3:24])=[CH:22][CH:23]=1.CC(C1C=C(C(C)C)C(C2C(P(C(C)(C)C)C(C)(C)C)=CC=CC=2)=C(C(C)C)C=1)C.CC([O-])(C)C.[Na+]. Product: [CH3:24][C:21]1[N:20]=[N:19][C:18]([N:2]2[CH:3]=[C:4]3[CH2:5][N:6]([C:10]([O:12][C:13]([CH3:16])([CH3:15])[CH3:14])=[O:11])[CH2:7][CH2:8][C:9]3=[N:1]2)=[CH:23][CH:22]=1. The catalyst class is: 101.